This data is from CYP2C19 inhibition data for predicting drug metabolism from PubChem BioAssay. The task is: Regression/Classification. Given a drug SMILES string, predict its absorption, distribution, metabolism, or excretion properties. Task type varies by dataset: regression for continuous measurements (e.g., permeability, clearance, half-life) or binary classification for categorical outcomes (e.g., BBB penetration, CYP inhibition). Dataset: cyp2c19_veith. (1) The compound is COc1c2c(nc3ccccc13)O[C@@H]([C@@](C)(O)CO)C2. The result is 0 (non-inhibitor). (2) The drug is Cc1nc2cnc(N(C)C)nc2n(C2CC2)c1=O. The result is 0 (non-inhibitor). (3) The drug is CN1CCN(c2ccnc(-c3cccnc3)n2)CC1. The result is 0 (non-inhibitor). (4) The molecule is Cc1ccc(-c2nnc(-c3ccc4ccccc4c3)o2)cc1. The result is 0 (non-inhibitor). (5) The compound is CC(C)C(=O)NCCCc1ccccc1. The result is 1 (inhibitor). (6) The molecule is O=C1CS/C(=C\[N+](=O)[O-])N1c1ccc(OC(F)(F)F)cc1. The result is 1 (inhibitor). (7) The compound is Nc1nc(N2CCOCC2)cc(=O)[nH]1. The result is 0 (non-inhibitor). (8) The compound is N[C@@H](CSCc1ccccc1)C(=O)O. The result is 0 (non-inhibitor).